Dataset: Forward reaction prediction with 1.9M reactions from USPTO patents (1976-2016). Task: Predict the product of the given reaction. Given the reactants [CH3:1][N:2]([CH2:13][C:14]1[N:15]=[C:16]2[CH:21]=[CH:20][CH:19]=[C:18]([N:22]3[CH2:27][CH2:26][CH:25]([NH:28]C(=O)OC(C)(C)C)[CH2:24][CH2:23]3)[N:17]2[CH:36]=1)[CH:3]1[C:12]2[N:11]=[CH:10][CH:9]=[CH:8][C:7]=2[CH2:6][CH2:5][CH2:4]1.FC(F)(F)C(O)=O, predict the reaction product. The product is: [NH2:28][CH:25]1[CH2:24][CH2:23][N:22]([C:18]2[N:17]3[CH:36]=[C:14]([CH2:13][N:2]([CH3:1])[CH:3]4[C:12]5[N:11]=[CH:10][CH:9]=[CH:8][C:7]=5[CH2:6][CH2:5][CH2:4]4)[N:15]=[C:16]3[CH:21]=[CH:20][CH:19]=2)[CH2:27][CH2:26]1.